Dataset: Reaction yield outcomes from USPTO patents with 853,638 reactions. Task: Predict the reaction yield, written as a fraction of the theoretical maximum amount of product (1.0 means a 100% yield; for example, 0.34 means a 34% yield). (1) The reactants are [CH2:1]([CH:3]([C:6]1[C:7]2[N:8]([C:13]([C:17]3[C:21]4[CH:22]=[CH:23][CH:24]=[C:25]([C@@H:26]([OH:28])[CH3:27])[C:20]=4[O:19][C:18]=3[CH3:29])=[C:14]([CH3:16])[N:15]=2)[N:9]=[C:10]([CH3:12])[CH:11]=1)[CH2:4][CH3:5])[CH3:2].[H-].[Na+].[CH3:32]I. The catalyst is C1COCC1. The product is [CH2:1]([CH:3]([C:6]1[C:7]2[N:8]([C:13]([C:17]3[C:21]4[CH:22]=[CH:23][CH:24]=[C:25]([C@@H:26]([O:28][CH3:32])[CH3:27])[C:20]=4[O:19][C:18]=3[CH3:29])=[C:14]([CH3:16])[N:15]=2)[N:9]=[C:10]([CH3:12])[CH:11]=1)[CH2:4][CH3:5])[CH3:2]. The yield is 0.820. (2) The reactants are [C:1](#[N:5])[CH2:2][C:3]#[N:4].[CH:6]([C:8]1[CH:16]=[C:12]([C:13]([OH:15])=[O:14])[C:11]([OH:17])=[CH:10][CH:9]=1)=O.C(N)C1C=CC=CC=1. The catalyst is C(O)C. The product is [C:3]([C:2]([C:1]#[N:5])=[CH:6][C:8]1[CH:9]=[CH:10][C:11]([OH:17])=[C:12]([CH:16]=1)[C:13]([OH:15])=[O:14])#[N:4]. The yield is 0.327. (3) The reactants are Cl.[CH3:2][C:3]1[C:7]([CH2:8][N:9]2[CH:13]=[C:12]([NH2:14])[CH:11]=[N:10]2)=[C:6]([CH3:15])[O:5][N:4]=1.[N:16]([C:19]1[CH:28]=[CH:27][CH:26]=[CH:25][C:20]=1[C:21](OC)=[O:22])=[C:17]=[O:18].C(N(CC)CC)C. The catalyst is C(#N)C.O. The product is [CH3:2][C:3]1[C:7]([CH2:8][N:9]2[CH:13]=[C:12]([N:14]3[C:21](=[O:22])[C:20]4[C:19](=[CH:28][CH:27]=[CH:26][CH:25]=4)[NH:16][C:17]3=[O:18])[CH:11]=[N:10]2)=[C:6]([CH3:15])[O:5][N:4]=1. The yield is 0.180. (4) The catalyst is O.[C-]#N.[Zn+2].[C-]#N.C1C=CC([P]([Pd]([P](C2C=CC=CC=2)(C2C=CC=CC=2)C2C=CC=CC=2)([P](C2C=CC=CC=2)(C2C=CC=CC=2)C2C=CC=CC=2)[P](C2C=CC=CC=2)(C2C=CC=CC=2)C2C=CC=CC=2)(C2C=CC=CC=2)C2C=CC=CC=2)=CC=1. The yield is 0.820. The reactants are FC(F)(F)S(O[C:7]1[CH:12]=[CH:11][C:10]([N:13]2[C:18]3=[N:19][C:20]4[C:25]([Cl:26])=[CH:24][CH:23]=[C:22]([CH:27]([O:32][CH:33]([F:35])[F:34])[C:28]([F:31])([F:30])[F:29])[C:21]=4[N:17]3[CH2:16][CH2:15][CH2:14]2)=[C:9]([CH3:36])[N:8]=1)(=O)=O.[CH3:39][N:40](C)C=O. The product is [Cl:26][C:25]1[C:20]2[N:19]=[C:18]3[N:13]([C:10]4[CH:11]=[CH:12][C:7]([C:39]#[N:40])=[N:8][C:9]=4[CH3:36])[CH2:14][CH2:15][CH2:16][N:17]3[C:21]=2[C:22]([CH:27]([O:32][CH:33]([F:34])[F:35])[C:28]([F:30])([F:29])[F:31])=[CH:23][CH:24]=1. (5) The reactants are [H-].[Na+].[OH:3][C:4]1[CH:5]=[N:6][CH:7]=[C:8]([CH:11]=1)[C:9]#[N:10].[F:12][C:13]1[CH:14]=[C:15]([CH:18]=[C:19]([F:21])[CH:20]=1)[CH2:16]Br.C(OCC)(=O)C. The catalyst is CC(N(C)C)=O. The product is [F:12][C:13]1[CH:14]=[C:15]([CH:18]=[C:19]([F:21])[CH:20]=1)[CH2:16][O:3][C:4]1[CH:5]=[N:6][CH:7]=[C:8]([CH:11]=1)[C:9]#[N:10]. The yield is 0.680. (6) The reactants are C[N:2]1[CH2:7][CH2:6][N:5]([C:8]2[CH:9]=[CH:10][CH:11]=[C:12]3[C:17]=2[N:16]=[CH:15][C:14]([S:18]([C:21]2[CH:26]=[CH:25][CH:24]=[CH:23][CH:22]=2)(=[O:20])=[O:19])=[CH:13]3)[CH2:4][CH2:3]1.[Cl:27]C(OC(Cl)C)=O.C(N(CC)C(C)C)(C)C. The product is [ClH:27].[C:21]1([S:18]([C:14]2[CH:15]=[N:16][C:17]3[C:12]([CH:13]=2)=[CH:11][CH:10]=[CH:9][C:8]=3[N:5]2[CH2:6][CH2:7][NH:2][CH2:3][CH2:4]2)(=[O:20])=[O:19])[CH:22]=[CH:23][CH:24]=[CH:25][CH:26]=1. The catalyst is ClCCCl. The yield is 0.510.